Task: Binary Classification. Given a miRNA mature sequence and a target amino acid sequence, predict their likelihood of interaction.. Dataset: Experimentally validated miRNA-target interactions with 360,000+ pairs, plus equal number of negative samples The miRNA is mmu-miR-23b-3p with sequence AUCACAUUGCCAGGGAUUACC. The protein sequence of the target gene is MGAMGAAEPLHSVLWVKRRRCAVSLEPARALLRWWRSPEPGPSAPGADARSVLVSEIIAVEEKDDCEKHASSGRWHKMENPFAFTVHRVKRVRHHRWKWARVTFWSADEQLCHLWLQTLRGLLESLTSRPKHLLVFINPFGGKGQGKRIYEKTVAPLFTLASITTEIIITEHANQAKETLYEINTDSYDGIVCVGGDGMFSEVLHGVIGRTQQSAGIDPNHPRAVLVPSTLRIGIIPAGSTDCVCYSTVGTNDAETSALHIIIGDSLAIDVSSVHYHNTLLRYSVSLLGYGFYGDLIKDS.... Result: 0 (no interaction).